From a dataset of Reaction yield outcomes from USPTO patents with 853,638 reactions. Predict the reaction yield, written as a fraction of the theoretical maximum amount of product (1.0 means a 100% yield; for example, 0.34 means a 34% yield). (1) The reactants are [NH2:1][C@@H:2]([CH3:14])[CH2:3][N:4]1[C:12]2[C:7](=[CH:8][CH:9]=[C:10]([OH:13])[CH:11]=2)[CH:6]=[N:5]1.C(=O)(O)[O-].[Na+].Cl[C:21]([O:23][CH2:24][C:25]1[CH:30]=[CH:29][CH:28]=[CH:27][CH:26]=1)=[O:22]. The catalyst is C1COCC1. The product is [OH:13][C:10]1[CH:11]=[C:12]2[C:7]([CH:6]=[N:5][N:4]2[CH2:3][C@@H:2]([NH:1][C:21](=[O:22])[O:23][CH2:24][C:25]2[CH:30]=[CH:29][CH:28]=[CH:27][CH:26]=2)[CH3:14])=[CH:8][CH:9]=1. The yield is 0.780. (2) The reactants are [NH:1]([C:3]1[CH:8]=[CH:7][NH:6][C:5](=[O:9])[CH:4]=1)[NH2:2].[CH3:10][C:11](=O)[CH2:12][CH2:13][CH:14]=[CH2:15]. No catalyst specified. The product is [CH3:15][C:14](=[N:2][NH:1][C:3]1[CH:8]=[CH:7][NH:6][C:5](=[O:9])[CH:4]=1)[CH2:13][CH2:12][CH:11]=[CH2:10]. The yield is 0.713. (3) The reactants are C([N:8](CC1C=CC=CC=1)[C@H:9]([CH2:20][O:21][CH:22]([F:24])[F:23])[C:10]([O:12]CC1C=CC=CC=1)=[O:11])C1C=CC=CC=1. The catalyst is CO.[OH-].[OH-].[Pd+2]. The product is [NH2:8][C@H:9]([CH2:20][O:21][CH:22]([F:24])[F:23])[C:10]([OH:12])=[O:11]. The yield is 0.684. (4) The reactants are [C:1]([O-:4])([O-:3])=O.[K+].[K+].[NH:7]1[CH2:10][CH:9]([C:11]([OH:13])=[O:12])[CH2:8]1. The catalyst is CC(C)=O. The product is [C:9]([O:3][C:1]([N:7]1[CH2:10][CH:9]([C:11]([OH:13])=[O:12])[CH2:8]1)=[O:4])([CH3:11])([CH3:10])[CH3:8]. The yield is 0.910. (5) The reactants are [F:1][C:2]1[C:3]([N:13]2[CH2:18][CH2:17][NH:16][CH2:15][CH2:14]2)=[C:4]2[C:9](=[CH:10][CH:11]=1)[N:8]=[C:7]([CH3:12])[CH:6]=[CH:5]2.Cl[CH2:20][C:21]([C:23]1[CH:24]=[CH:25][C:26]2[O:31][CH2:30][C:29](=[O:32])[N:28]([CH3:33])[C:27]=2[CH:34]=1)=[O:22]. No catalyst specified. The product is [F:1][C:2]1[C:3]([N:13]2[CH2:14][CH2:15][N:16]([CH2:20][C:21]([C:23]3[CH:24]=[CH:25][C:26]4[O:31][CH2:30][C:29](=[O:32])[N:28]([CH3:33])[C:27]=4[CH:34]=3)=[O:22])[CH2:17][CH2:18]2)=[C:4]2[C:9](=[CH:10][CH:11]=1)[N:8]=[C:7]([CH3:12])[CH:6]=[CH:5]2. The yield is 0.370. (6) The reactants are [OH:1][C:2]1[CH:9]=[CH:8][C:5]([CH:6]=[O:7])=[CH:4][CH:3]=1.[Cl:10][C:11]1[CH:12]=[C:13]([CH:16]=[CH:17][C:18]=1F)[C:14]#[N:15]. No catalyst specified. The product is [Cl:10][C:11]1[CH:12]=[C:13]([CH:16]=[CH:17][C:18]=1[O:1][C:2]1[CH:9]=[CH:8][C:5]([CH:6]=[O:7])=[CH:4][CH:3]=1)[C:14]#[N:15]. The yield is 0.0191.